From a dataset of NCI-60 drug combinations with 297,098 pairs across 59 cell lines. Regression. Given two drug SMILES strings and cell line genomic features, predict the synergy score measuring deviation from expected non-interaction effect. (1) Drug 1: COC1=C(C=C2C(=C1)N=CN=C2NC3=CC(=C(C=C3)F)Cl)OCCCN4CCOCC4. Drug 2: CCC1(C2=C(COC1=O)C(=O)N3CC4=CC5=C(C=CC(=C5CN(C)C)O)N=C4C3=C2)O.Cl. Cell line: LOX IMVI. Synergy scores: CSS=24.6, Synergy_ZIP=-3.95, Synergy_Bliss=-0.637, Synergy_Loewe=-4.80, Synergy_HSA=0.697. (2) Drug 1: CNC(=O)C1=NC=CC(=C1)OC2=CC=C(C=C2)NC(=O)NC3=CC(=C(C=C3)Cl)C(F)(F)F. Drug 2: CN(CC1=CN=C2C(=N1)C(=NC(=N2)N)N)C3=CC=C(C=C3)C(=O)NC(CCC(=O)O)C(=O)O. Cell line: SF-295. Synergy scores: CSS=26.4, Synergy_ZIP=-0.606, Synergy_Bliss=-4.14, Synergy_Loewe=-37.6, Synergy_HSA=-7.01. (3) Drug 1: C1CN1C2=NC(=NC(=N2)N3CC3)N4CC4. Drug 2: CC(CN1CC(=O)NC(=O)C1)N2CC(=O)NC(=O)C2. Cell line: MOLT-4. Synergy scores: CSS=83.2, Synergy_ZIP=6.48, Synergy_Bliss=6.59, Synergy_Loewe=-1.87, Synergy_HSA=7.87. (4) Drug 1: CC12CCC3C(C1CCC2=O)CC(=C)C4=CC(=O)C=CC34C. Drug 2: COC1=NC(=NC2=C1N=CN2C3C(C(C(O3)CO)O)O)N. Cell line: NCI/ADR-RES. Synergy scores: CSS=32.5, Synergy_ZIP=7.58, Synergy_Bliss=9.76, Synergy_Loewe=-7.54, Synergy_HSA=5.00.